Dataset: Full USPTO retrosynthesis dataset with 1.9M reactions from patents (1976-2016). Task: Predict the reactants needed to synthesize the given product. Given the product [CH3:25][N:22]1[CH2:23][CH2:24][N:19]([C:16]2[CH:17]=[CH:18][C:13]([C:12]3[C:6]4[CH2:5][C:4]5[S:3][C:2]([C:42]6[CH:43]=[CH:44][C:45]([NH2:48])=[N:46][CH:47]=6)=[CH:9][C:8]=5[C:7]=4[N:10]([CH2:26][O:27][CH2:28][CH2:29][Si:30]([CH3:32])([CH3:31])[CH3:33])[N:11]=3)=[CH:14][CH:15]=2)[CH2:20][CH2:21]1, predict the reactants needed to synthesize it. The reactants are: Br[C:2]1[S:3][C:4]2[CH2:5][C:6]3[C:12]([C:13]4[CH:18]=[CH:17][C:16]([N:19]5[CH2:24][CH2:23][N:22]([CH3:25])[CH2:21][CH2:20]5)=[CH:15][CH:14]=4)=[N:11][N:10]([CH2:26][O:27][CH2:28][CH2:29][Si:30]([CH3:33])([CH3:32])[CH3:31])[C:7]=3[C:8]=2[CH:9]=1.CC1(C)C(C)(C)OB([C:42]2[CH:43]=[CH:44][C:45]([NH2:48])=[N:46][CH:47]=2)O1.C([O-])([O-])=O.[Na+].[Na+].